This data is from Catalyst prediction with 721,799 reactions and 888 catalyst types from USPTO. The task is: Predict which catalyst facilitates the given reaction. (1) Reactant: [NH2:1][C:2]1[CH:3]=[C:4]2[C:9](=[C:10]([F:12])[CH:11]=1)[N:8]([CH2:13][CH3:14])[C:7](=[O:15])[N:6]([CH2:16][CH3:17])[C:5]2=[O:18].[Cl:19][C:20]1[CH:21]=[C:22]([NH:28][C:29]([CH2:31][CH:32]([CH3:37])[CH2:33][C:34](O)=[O:35])=[O:30])[CH:23]=[CH:24][C:25]=1[C:26]#[N:27].CCN(C(C)C)C(C)C.C(P1(=O)OP(CCC)(=O)OP(CCC)(=O)O1)CC. Product: [Cl:19][C:20]1[CH:21]=[C:22]([NH:28][C:29](=[O:30])[CH2:31][CH:32]([CH3:37])[CH2:33][C:34]([NH:1][C:2]2[CH:3]=[C:4]3[C:9](=[C:10]([F:12])[CH:11]=2)[N:8]([CH2:13][CH3:14])[C:7](=[O:15])[N:6]([CH2:16][CH3:17])[C:5]3=[O:18])=[O:35])[CH:23]=[CH:24][C:25]=1[C:26]#[N:27]. The catalyst class is: 13. (2) Reactant: [C:1]([C:3]1[CH:8]=[CH:7][N:6]=[C:5]([NH:9]C(=O)OC(C)(C)C)[CH:4]=1)#[N:2].FC(F)(F)C(O)=O. Product: [NH2:9][C:5]1[CH:4]=[C:3]([CH:8]=[CH:7][N:6]=1)[C:1]#[N:2]. The catalyst class is: 2. (3) Reactant: [OH:1][C:2]1[CH:3]=[C:4]([CH:9]=[CH:10][CH:11]=1)[C:5]([O:7][CH3:8])=[O:6].N1C(C)=CC(C)=CC=1C.[S:21](O[S:21]([C:24]([F:27])([F:26])[F:25])(=[O:23])=[O:22])([C:24]([F:27])([F:26])[F:25])(=[O:23])=[O:22]. Product: [CH3:8][O:7][C:5](=[O:6])[C:4]1[CH:9]=[CH:10][CH:11]=[C:2]([O:1][S:21]([C:24]([F:27])([F:26])[F:25])(=[O:23])=[O:22])[CH:3]=1. The catalyst class is: 172.